From a dataset of Full USPTO retrosynthesis dataset with 1.9M reactions from patents (1976-2016). Predict the reactants needed to synthesize the given product. Given the product [OH:1][CH2:2][C@@H:3]1[O:4][C@@H:9]2[C@@H:7]([O:8][C:32]([CH3:34])([CH3:31])[O:10]2)[C@@H:5]1[OH:6], predict the reactants needed to synthesize it. The reactants are: [O:1]=[CH:2][C@H:3]([C@@H:5]([C@H:7]([CH2:9][OH:10])[OH:8])[OH:6])[OH:4].[O-]S([O-])(=O)=O.[Mg+2].OS(O)(=O)=O.Cl.[O-]P([O-])([O-])=O.[K+].[K+].[K+].[CH3:31][C:32]([CH3:34])=O.